This data is from Forward reaction prediction with 1.9M reactions from USPTO patents (1976-2016). The task is: Predict the product of the given reaction. (1) Given the reactants [CH3:1][O:2][C:3]1[CH:8]=[CH:7][C:6]([C@@H:9]([NH:11][C:12]([C:18]2[CH:19]=[N:20][CH:21]=[CH:22][CH:23]=2)=[CH:13][C:14]([O:16][CH3:17])=[O:15])[CH3:10])=[CH:5][CH:4]=1, predict the reaction product. The product is: [CH3:1][O:2][C:3]1[CH:8]=[CH:7][C:6]([C@@H:9]([NH:11][C@H:12]([C:18]2[CH:19]=[N:20][CH:21]=[CH:22][CH:23]=2)[CH2:13][C:14]([O:16][CH3:17])=[O:15])[CH3:10])=[CH:5][CH:4]=1. (2) Given the reactants [Cl:1][C:2]1[C:11]2[C:6](=[C:7]([CH3:15])[CH:8]=[C:9]([S:12][CH2:13][CH3:14])[CH:10]=2)[N:5]=[N:4][C:3]=1[C:16]([NH2:18])=[O:17].Cl.Cl.[Cl:21][C:22]1[CH:23]=[C:24]([NH2:28])[CH:25]=[N:26][CH:27]=1, predict the reaction product. The product is: [ClH:1].[Cl:21][C:22]1[CH:23]=[C:24]([NH:28][C:2]2[C:11]3[C:6](=[C:7]([CH3:15])[CH:8]=[C:9]([S:12][CH2:13][CH3:14])[CH:10]=3)[N:5]=[N:4][C:3]=2[C:16]([NH2:18])=[O:17])[CH:25]=[N:26][CH:27]=1. (3) Given the reactants [CH2:1]([N:8]1[C:16]2[C:11](=[CH:12][CH:13]=[CH:14][CH:15]=2)[C:10]([O:17][C:18]2[N:23]=[C:22]([C:24](OC)=[O:25])[CH:21]=[CH:20][CH:19]=2)=[N:9]1)[C:2]1[CH:7]=[CH:6][CH:5]=[CH:4][CH:3]=1.[BH4-].[Na+].CO, predict the reaction product. The product is: [CH2:1]([N:8]1[C:16]2[C:11](=[CH:12][CH:13]=[CH:14][CH:15]=2)[C:10]([O:17][C:18]2[N:23]=[C:22]([CH2:24][OH:25])[CH:21]=[CH:20][CH:19]=2)=[N:9]1)[C:2]1[CH:3]=[CH:4][CH:5]=[CH:6][CH:7]=1. (4) Given the reactants [CH2:1]([C:8]1[N:12]([CH:13]([CH:23]2[CH2:28][CH2:27][CH2:26][CH2:25][CH2:24]2)[C:14]([NH:16][CH:17]2[CH2:22][CH2:21][CH2:20][CH2:19][CH2:18]2)=[O:15])[C:11]2[CH:29]=[C:30]([Cl:34])[C:31]([F:33])=[CH:32][C:10]=2[N:9]=1)[C:2]1[CH:7]=[CH:6][CH:5]=[CH:4][CH:3]=1.C1([CH:41]=[O:42])CCCCC1.C1C(C=O)=CC2[O:51][CH2:52][O:53]C=2C=1.[Cl:54]C1C=C(CC(O)=O)C=CC=1.COC(C1C=CC=CC=1)C(O)=O, predict the reaction product. The product is: [Cl:54][C:24]1[C:23]([CH:13]([N:12]2[C:11]3[CH:29]=[C:30]([Cl:34])[C:31]([F:33])=[CH:32][C:10]=3[N:9]=[C:8]2[CH:1]([O:42][CH3:41])[C:2]2[CH:7]=[CH:6][CH:5]=[CH:4][CH:3]=2)[C:14]([NH:16][CH:17]2[CH2:18][CH2:19][CH2:20][CH2:21][CH2:22]2)=[O:15])=[CH:28][C:27]2[O:53][CH2:52][O:51][C:26]=2[CH:25]=1. (5) The product is: [CH2:37]([O:41][C:42]1[CH:76]=[CH:75][C:45]([C:46]([NH:48][C:49]2[CH:54]=[CH:53][C:52]([C:55]3[CH:63]=[C:62]4[C:58]([CH2:59][N:60]([C@@H:65]([CH:70]([CH3:71])[CH3:72])[C:66]([OH:68])=[O:67])[C:61]4=[O:64])=[CH:57][CH:56]=3)=[C:51]([O:73][CH3:74])[CH:50]=2)=[O:47])=[CH:44][CH:43]=1)[CH2:38][CH2:39][CH3:40]. Given the reactants C(C1C=CC(C(NC2C=CC(C3C=C4C(CN([C@@H](C(C)C)C(O)=O)C4=O)=CC=3)=NC=2)=O)=CC=1)(C)(C)C.[CH2:37]([O:41][C:42]1[CH:76]=[CH:75][C:45]([C:46]([NH:48][C:49]2[CH:54]=[CH:53][C:52]([C:55]3[CH:63]=[C:62]4[C:58]([CH2:59][N:60]([C@@H:65]([CH:70]([CH3:72])[CH3:71])[C:66]([O:68]C)=[O:67])[C:61]4=[O:64])=[CH:57][CH:56]=3)=[C:51]([O:73][CH3:74])[CH:50]=2)=[O:47])=[CH:44][CH:43]=1)[CH2:38][CH2:39][CH3:40], predict the reaction product. (6) Given the reactants [Cl:1][C:2]1[CH:3]=[C:4]([N:9]2[C:13](=[O:14])[C@@H:12]([CH3:15])[N:11](C(=O)C(F)(F)F)[C@@H]2C(C)C)[CH:5]=[C:6]([Cl:8])[CH:7]=1.[F:25][C:26]([F:37])([F:36])[O:27][C:28]1[CH:35]=[CH:34][C:31]([CH2:32]Br)=[CH:30][CH:29]=1.C[Si]([N-][Si](C)(C)C)(C)C.[Li+].[Cl-].[NH4+].[OH-].[K+].OS(O)(=O)=O.O.C1(C)C=CC(S(O)(=O)=O)=CC=1, predict the reaction product. The product is: [NH2:11][C@@:12]([CH2:32][C:31]1[CH:34]=[CH:35][C:28]([O:27][C:26]([F:37])([F:36])[F:25])=[CH:29][CH:30]=1)([CH3:15])[C:13]([NH:9][C:4]1[CH:5]=[C:6]([Cl:8])[CH:7]=[C:2]([Cl:1])[CH:3]=1)=[O:14]. (7) Given the reactants [F:1][C:2]([F:21])([F:20])[C:3]1[CH:8]=[CH:7][CH:6]=[CH:5][C:4]=1[C:9]1[NH:10][C:11]2[C:16]([C:17]=1[CH:18]=O)=[CH:15][CH:14]=[CH:13][CH:12]=2.[Cl:22][C:23]1[CH:28]=[CH:27][C:26]([S:29]([CH2:32][C:33]#[N:34])(=[O:31])=[O:30])=[CH:25][CH:24]=1, predict the reaction product. The product is: [Cl:22][C:23]1[CH:24]=[CH:25][C:26]([S:29]([C:32](=[CH:18][C:17]2[C:16]3[C:11](=[CH:12][CH:13]=[CH:14][CH:15]=3)[NH:10][C:9]=2[C:4]2[CH:5]=[CH:6][CH:7]=[CH:8][C:3]=2[C:2]([F:21])([F:20])[F:1])[C:33]#[N:34])(=[O:30])=[O:31])=[CH:27][CH:28]=1. (8) Given the reactants [CH:1]1([N:6]2[CH2:11][CH2:10][CH:9]([CH2:12][CH2:13][CH2:14][C:15]([NH:17][OH:18])=[NH:16])[CH2:8][CH2:7]2)[CH2:5][CH2:4][CH2:3][CH2:2]1.[Cl:19][C:20]1[CH:21]=[C:22]([CH:26]=[CH:27][C:28]=1[Cl:29])[C:23](Cl)=O, predict the reaction product. The product is: [ClH:19].[CH:1]1([N:6]2[CH2:7][CH2:8][CH:9]([CH2:12][CH2:13][CH2:14][C:15]3[N:16]=[C:23]([C:22]4[CH:26]=[CH:27][C:28]([Cl:29])=[C:20]([Cl:19])[CH:21]=4)[O:18][N:17]=3)[CH2:10][CH2:11]2)[CH2:2][CH2:3][CH2:4][CH2:5]1. (9) Given the reactants [S:1]1[C:5]2[CH:6]=[CH:7][CH:8]=[CH:9][C:4]=2[CH:3]=[C:2]1C(Cl)=O.[N-:13]=[N+]=[N-].[Na+].[CH3:17][C:18]([C:20]1[CH:25]=[CH:24][C:23]([NH2:26])=[CH:22][CH:21]=1)=[O:19].C1[CH2:31][O:30]CC1, predict the reaction product. The product is: [C:18]([C:20]1[CH:25]=[CH:24][C:23]([NH:26][C:31]([NH:13][C:2]2[S:1][C:5]3[CH:6]=[CH:7][CH:8]=[CH:9][C:4]=3[CH:3]=2)=[O:30])=[CH:22][CH:21]=1)(=[O:19])[CH3:17].